Dataset: Reaction yield outcomes from USPTO patents with 853,638 reactions. Task: Predict the reaction yield, written as a fraction of the theoretical maximum amount of product (1.0 means a 100% yield; for example, 0.34 means a 34% yield). (1) The reactants are [N:1]1[O:2][N:3]=[C:4]2[CH:9]=[C:8](C(O)=O)[CH:7]=[CH:6][C:5]=12.C([N:15](CC)CC)C.C1C=CC(P(N=[N+]=[N-])(C2C=CC=CC=2)=O)=CC=1.C([O-])([O-])=O.[Na+].[Na+]. The catalyst is C1COCC1.C(Cl)Cl. The product is [NH2:15][C:8]1[CH:7]=[CH:6][C:5]2=[N:1][O:2][N:3]=[C:4]2[CH:9]=1. The yield is 0.410. (2) The reactants are [F:1][C:2]([F:42])([F:41])[C:3]1[CH:4]=[C:5]([CH:34]=[C:35]([C:37]([F:40])([F:39])[F:38])[CH:36]=1)[CH2:6][NH:7][C:8]([C:10]1([CH2:30][CH:31]2[CH2:33][CH2:32]2)[CH2:15][CH2:14][N:13]([CH2:16][CH:17](O)[C:18]2[CH:28]=[CH:27][C:21]3[O:22][CH2:23][C:24](=[O:26])[NH:25][C:20]=3[CH:19]=2)[CH2:12][CH2:11]1)=[O:9].Cl.OCC1(OC[C@@H](O)[C@@H](O)[C@H]1O)O. The catalyst is CO.[Pd]. The product is [F:41][C:2]([F:1])([F:42])[C:3]1[CH:4]=[C:5]([CH:34]=[C:35]([C:37]([F:39])([F:38])[F:40])[CH:36]=1)[CH2:6][NH:7][C:8]([C:10]1([CH2:30][CH:31]2[CH2:32][CH2:33]2)[CH2:11][CH2:12][N:13]([CH2:16][CH2:17][C:18]2[CH:28]=[CH:27][C:21]3[O:22][CH2:23][C:24](=[O:26])[NH:25][C:20]=3[CH:19]=2)[CH2:14][CH2:15]1)=[O:9]. The yield is 0.150.